This data is from Full USPTO retrosynthesis dataset with 1.9M reactions from patents (1976-2016). The task is: Predict the reactants needed to synthesize the given product. (1) The reactants are: [CH3:1][CH:2]([O:4][CH:5]1[CH2:14][CH2:13][C:8]2(OCC[O:9]2)[CH2:7][CH2:6]1)[CH3:3].Cl.O. Given the product [CH3:3][CH:2]([O:4][CH:5]1[CH2:14][CH2:13][C:8](=[O:9])[CH2:7][CH2:6]1)[CH3:1], predict the reactants needed to synthesize it. (2) Given the product [F:13][C:14]1[CH:15]=[C:16]([CH:18]=[CH:19][CH:20]=1)[NH:17][CH2:10][C:4]1[C:5]([CH3:9])([CH3:8])[CH2:6][CH2:7][C:2]([CH3:12])([CH3:1])[CH:3]=1, predict the reactants needed to synthesize it. The reactants are: [CH3:1][C:2]1([CH3:12])[CH2:7][CH2:6][C:5]([CH3:9])([CH3:8])[C:4]([CH:10]=O)=[CH:3]1.[F:13][C:14]1[CH:15]=[C:16]([CH:18]=[CH:19][CH:20]=1)[NH2:17].C([BH3-])#N.[Na+].[Cl-].[NH4+].